From a dataset of Catalyst prediction with 721,799 reactions and 888 catalyst types from USPTO. Predict which catalyst facilitates the given reaction. (1) Reactant: C[O:2][C:3]([C:5]1[C:9]([Cl:10])=[C:8]([O:11][CH3:12])[N:7]([C:13]2[CH:18]=[CH:17][CH:16]=[CH:15][C:14]=2[F:19])[N:6]=1)=[O:4].[OH-].[Li+]. Product: [Cl:10][C:9]1[C:5]([C:3]([OH:4])=[O:2])=[N:6][N:7]([C:13]2[CH:18]=[CH:17][CH:16]=[CH:15][C:14]=2[F:19])[C:8]=1[O:11][CH3:12]. The catalyst class is: 12. (2) Reactant: Cl[S:2]([N:5]=[C:6]=[O:7])(=[O:4])=[O:3].[C:8]([OH:12])([CH3:11])([CH3:10])[CH3:9].[OH:13][N:14]1[C:18](=[O:19])[CH2:17][CH2:16][C:15]1=[O:20].N1C=CC=CC=1. Product: [C:8]([O:12][C:6]([NH:5][S:2]([O:13][N:14]1[C:18](=[O:19])[CH2:17][CH2:16][C:15]1=[O:20])(=[O:4])=[O:3])=[O:7])([CH3:11])([CH3:10])[CH3:9]. The catalyst class is: 4. (3) Reactant: [CH3:1][O:2][C:3]1[N:8]=[C:7]2[C:9]([C:13]3[NH:37][C:16]4=[N:17][CH:18]=[CH:19][C:20]([CH2:21][NH:22][CH2:23][CH:24]5[CH2:29][CH2:28][N:27](C(OC(C)(C)C)=O)[CH2:26][CH2:25]5)=[C:15]4[CH:14]=3)=[CH:10][N:11]([CH3:12])[C:6]2=[CH:5][C:4]=1[O:38][CH3:39].[ClH:40]. Product: [ClH:40].[CH3:1][O:2][C:3]1[N:8]=[C:7]2[C:9]([C:13]3[NH:37][C:16]4=[N:17][CH:18]=[CH:19][C:20]([CH2:21][NH:22][CH2:23][CH:24]5[CH2:29][CH2:28][NH:27][CH2:26][CH2:25]5)=[C:15]4[CH:14]=3)=[CH:10][N:11]([CH3:12])[C:6]2=[CH:5][C:4]=1[O:38][CH3:39]. The catalyst class is: 12.